This data is from Blood-brain barrier permeability classification from the B3DB database. The task is: Regression/Classification. Given a drug SMILES string, predict its absorption, distribution, metabolism, or excretion properties. Task type varies by dataset: regression for continuous measurements (e.g., permeability, clearance, half-life) or binary classification for categorical outcomes (e.g., BBB penetration, CYP inhibition). Dataset: b3db_classification. (1) The drug is S=C(NC1CCCCC1)N1CCC(c2cnc[nH]2)CC1. The result is 1 (penetrates BBB). (2) The drug is c1ccc2c(c1)CCc1ccccc1N2[C@@H]1CN2CCC1CC2. The result is 1 (penetrates BBB). (3) The compound is CCC[C@@H](C)C1(CC)C(=O)NC(=O)NC1=O. The result is 1 (penetrates BBB). (4) The molecule is C1=CCC2=C3C(=NC2=C1)CCN[C@H]3Cc1ccccc1. The result is 1 (penetrates BBB).